Dataset: NCI-60 drug combinations with 297,098 pairs across 59 cell lines. Task: Regression. Given two drug SMILES strings and cell line genomic features, predict the synergy score measuring deviation from expected non-interaction effect. (1) Drug 1: CCCS(=O)(=O)NC1=C(C(=C(C=C1)F)C(=O)C2=CNC3=C2C=C(C=N3)C4=CC=C(C=C4)Cl)F. Drug 2: CN(CCCl)CCCl.Cl. Cell line: RPMI-8226. Synergy scores: CSS=13.4, Synergy_ZIP=-3.92, Synergy_Bliss=8.06, Synergy_Loewe=-10.2, Synergy_HSA=-1.16. (2) Drug 1: CCCS(=O)(=O)NC1=C(C(=C(C=C1)F)C(=O)C2=CNC3=C2C=C(C=N3)C4=CC=C(C=C4)Cl)F. Drug 2: COC1=CC(=CC(=C1O)OC)C2C3C(COC3=O)C(C4=CC5=C(C=C24)OCO5)OC6C(C(C7C(O6)COC(O7)C8=CC=CS8)O)O. Cell line: HCC-2998. Synergy scores: CSS=5.53, Synergy_ZIP=-3.07, Synergy_Bliss=-7.73, Synergy_Loewe=-44.8, Synergy_HSA=-17.8. (3) Drug 2: COC1=NC(=NC2=C1N=CN2C3C(C(C(O3)CO)O)O)N. Cell line: SW-620. Synergy scores: CSS=1.30, Synergy_ZIP=0.0818, Synergy_Bliss=0.536, Synergy_Loewe=0.351, Synergy_HSA=-0.0300. Drug 1: CCC1(CC2CC(C3=C(CCN(C2)C1)C4=CC=CC=C4N3)(C5=C(C=C6C(=C5)C78CCN9C7C(C=CC9)(C(C(C8N6C)(C(=O)OC)O)OC(=O)C)CC)OC)C(=O)OC)O.OS(=O)(=O)O. (4) Drug 1: CC(C1=C(C=CC(=C1Cl)F)Cl)OC2=C(N=CC(=C2)C3=CN(N=C3)C4CCNCC4)N. Drug 2: CC1C(C(CC(O1)OC2CC(CC3=C2C(=C4C(=C3O)C(=O)C5=C(C4=O)C(=CC=C5)OC)O)(C(=O)C)O)N)O.Cl. Cell line: OVCAR-8. Synergy scores: CSS=39.8, Synergy_ZIP=7.21, Synergy_Bliss=12.5, Synergy_Loewe=4.91, Synergy_HSA=11.6.